This data is from HIV replication inhibition screening data with 41,000+ compounds from the AIDS Antiviral Screen. The task is: Binary Classification. Given a drug SMILES string, predict its activity (active/inactive) in a high-throughput screening assay against a specified biological target. (1) The molecule is COc1ccc(-c2cc(C)n(C3OC(CO)C(O)C(O)C3O)c(=S)c2C#N)cc1. The result is 0 (inactive). (2) The drug is Cn1c(C(O)C2(c3cccnc3)SCCCS2)cc2ccccc21. The result is 0 (inactive). (3) The compound is Cc1nc(NN=Cc2ccccc2Cl)nc(O)c1CCO. The result is 0 (inactive). (4) The molecule is CN(NC(=O)C(=Cc1ccccc1Cl)NC(=O)c1ccccc1)c1cnnc(O)c1Cl. The result is 0 (inactive). (5) The molecule is COc1cc2ccnc(-c3c4ccccc4c(N)c4c(OC)c(OC)ccc34)c2cc1OC. The result is 0 (inactive). (6) The molecule is O=C(Nc1ccc2cc(S(=O)(=O)O)ccc2c1)c1ccc(N=Nc2cc(S(=O)(=O)O)c3ccccc3c2O)cc1. The result is 0 (inactive). (7) The compound is CC(=O)CC(N)=O. The result is 0 (inactive). (8) The molecule is COC1C=CC=C(C)C(=O)NC2=CC(=O)C(N)=C(CC(C)CC(OC)C(O)C(C)C=C(C)C1OC(N)=O)C2=O. The result is 0 (inactive).